This data is from CYP2C9 inhibition data for predicting drug metabolism from PubChem BioAssay. The task is: Regression/Classification. Given a drug SMILES string, predict its absorption, distribution, metabolism, or excretion properties. Task type varies by dataset: regression for continuous measurements (e.g., permeability, clearance, half-life) or binary classification for categorical outcomes (e.g., BBB penetration, CYP inhibition). Dataset: cyp2c9_veith. (1) The drug is COC(Cc1n[nH]c(=S)n1C)OC. The result is 0 (non-inhibitor). (2) The molecule is COc1ccccc1CCn1c(=O)c(-c2cccc(F)c2)nc2cncnc21. The result is 1 (inhibitor). (3) The drug is O=C(c1cc(O)c(O)c([N+](=O)[O-])c1)c1ccccc1F. The result is 1 (inhibitor). (4) The drug is O=C1[C@H]2O[C@@H]2[C@@H](O)[C@H]2[C@H]1CCn1c(=O)n(Cc3cc4c(cc3Cl)OCO4)c(=O)n12. The result is 0 (non-inhibitor). (5) The compound is O=C(NC1CCCC1)C(c1ccsc1)N(Cc1ccccc1)C(=O)Cc1cccs1. The result is 1 (inhibitor). (6) The molecule is CC(C)C(=O)C(C)(C)CCc1ccccn1. The result is 0 (non-inhibitor). (7) The compound is O=C(CSc1nnc(SCc2cccc3ccccc23)s1)c1ccc2c(c1)OCO2. The result is 1 (inhibitor).